Predict the product of the given reaction. From a dataset of Forward reaction prediction with 1.9M reactions from USPTO patents (1976-2016). (1) Given the reactants [F:1][C:2]1[CH:3]=[C:4]([N:8]2[CH:12]=[N:11][C:10]([C:13]([OH:15])=O)=[N:9]2)[CH:5]=[CH:6][CH:7]=1.ClC(N(C)C)C(C)C.C(OC([N:31]1[CH2:36][CH2:35][NH:34][C:33]([CH3:38])([CH3:37])[CH2:32]1)=O)(C)(C)C, predict the reaction product. The product is: [CH3:37][C:33]1([CH3:38])[CH2:32][NH:31][CH2:36][CH2:35][N:34]1[C:13]([C:10]1[N:11]=[CH:12][N:8]([C:4]2[CH:5]=[CH:6][CH:7]=[C:2]([F:1])[CH:3]=2)[N:9]=1)=[O:15]. (2) Given the reactants [CH2:1]([O:3][C:4]([CH3:9])([CH3:8])[C:5]([NH2:7])=[O:6])[CH3:2].[Li+].C[Si]([N-][Si](C)(C)C)(C)C.Cl[C:21]([O:23][C:24]([CH3:26])=[CH2:25])=[O:22], predict the reaction product. The product is: [CH2:1]([O:3][C:4]([CH3:9])([CH3:8])[C:5]([NH:7][C:21](=[O:22])[O:23][C:24]([CH3:26])=[CH2:25])=[O:6])[CH3:2].